From a dataset of Reaction yield outcomes from USPTO patents with 853,638 reactions. Predict the reaction yield, written as a fraction of the theoretical maximum amount of product (1.0 means a 100% yield; for example, 0.34 means a 34% yield). (1) The reactants are [F:1][C:2]1[CH:7]=[C:6]([CH2:8][N:9]2[C:14]([O:15][C:16]3[CH:17]=[C:18]([CH:21]=[C:22]([CH3:24])[CH:23]=3)[CH:19]=O)=[C:13]([CH:25]([CH3:27])[CH3:26])[C:12](=[O:28])[NH:11][C:10]2=[O:29])[CH:5]=[C:4]([NH:30][CH2:31][C:32]2[CH:37]=[CH:36][C:35]([O:38][CH3:39])=[CH:34][CH:33]=2)[N:3]=1.[C:40]([CH2:42]P(=O)(OCC)OCC)#[N:41].CC(C)([O-])C.[K+]. The catalyst is C1COCC1.CC(=O)OCC. The product is [F:1][C:2]1[CH:7]=[C:6]([CH2:8][N:9]2[C:14]([O:15][C:16]3[CH:17]=[C:18]([CH:19]=[CH:42][C:40]#[N:41])[CH:21]=[C:22]([CH3:24])[CH:23]=3)=[C:13]([CH:25]([CH3:27])[CH3:26])[C:12](=[O:28])[NH:11][C:10]2=[O:29])[CH:5]=[C:4]([NH:30][CH2:31][C:32]2[CH:33]=[CH:34][C:35]([O:38][CH3:39])=[CH:36][CH:37]=2)[N:3]=1. The yield is 0.800. (2) The reactants are C(N(CC)CC)C.[CH:8]([C:10]1[C:18]2[C:13](=[CH:14][N:15]=[CH:16][CH:17]=2)[N:12](C(OC(C)(C)C)=O)[CH:11]=1)=[O:9].[CH:26](=[N:33][C:34]1[CH:39]=[CH:38][CH:37]=[C:36]([O:40][CH3:41])[CH:35]=1)[C:27]1[CH:32]=[CH:31][CH:30]=[CH:29][CH:28]=1. The catalyst is [Cl-].C([N+]1C(C)=C(CCO)SC=1)C1C=CC=CC=1.C(O)C. The product is [CH3:41][O:40][C:36]1[CH:35]=[C:34]([NH:33][CH:26]([C:27]2[CH:32]=[CH:31][CH:30]=[CH:29][CH:28]=2)[C:8]([C:10]2[C:18]3[C:13](=[CH:14][N:15]=[CH:16][CH:17]=3)[NH:12][CH:11]=2)=[O:9])[CH:39]=[CH:38][CH:37]=1. The yield is 0.140. (3) The reactants are [Br:1][C:2]1[CH:3]=[C:4]2[C:10](I)=[N:9][N:8]([CH2:12][O:13][C:14](=[O:19])[C:15]([CH3:18])([CH3:17])[CH3:16])[C:5]2=N[CH:7]=1.[CH3:20][O:21][C:22]1[CH:27]=[CH:26][CH:25]=[CH:24][C:23]=1B(O)O.[CH2:31]1COCC1.C(#N)C. The catalyst is C1C=CC([PH+]([C]2[CH][CH][CH][CH]2)C2C=CC=CC=2)=CC=1.C1C=CC([PH+]([C]2[CH][CH][CH][CH]2)C2C=CC=CC=2)=CC=1.C(Cl)Cl.Cl[Pd]Cl.[Fe]. The product is [Br:1][C:2]1[CH:3]=[C:4]2[C:5](=[CH:31][CH:7]=1)[N:8]([CH2:12][O:13][C:14](=[O:19])[C:15]([CH3:18])([CH3:17])[CH3:16])[N:9]=[C:10]2[C:23]1[CH:24]=[CH:25][CH:26]=[CH:27][C:22]=1[O:21][CH3:20]. The yield is 0.630. (4) The reactants are C(OC(=O)[N:7]([C:19]1[CH:24]=[CH:23][C:22]([CH:25](O)[C:26]2[C:34]3[C:29](=[N:30][CH:31]=[C:32]([O:35][Si:36]([CH:43]([CH3:45])[CH3:44])([CH:40]([CH3:42])[CH3:41])[CH:37]([CH3:39])[CH3:38])[CH:33]=3)[NH:28][CH:27]=2)=[CH:21][N:20]=1)[CH2:8][C:9]1[CH:14]=[CH:13][C:12]([C:15]([F:18])([F:17])[F:16])=[CH:11][CH:10]=1)(C)(C)C.FC(F)(F)C(O)=O.C([SiH](CC)CC)C. The catalyst is C(#N)C. The product is [F:17][C:15]([F:16])([F:18])[C:12]1[CH:13]=[CH:14][C:9]([CH2:8][NH:7][C:19]2[CH:24]=[CH:23][C:22]([CH2:25][C:26]3[C:34]4[C:29](=[N:30][CH:31]=[C:32]([O:35][Si:36]([CH:40]([CH3:42])[CH3:41])([CH:37]([CH3:38])[CH3:39])[CH:43]([CH3:44])[CH3:45])[CH:33]=4)[NH:28][CH:27]=3)=[CH:21][N:20]=2)=[CH:10][CH:11]=1. The yield is 0.970.